Dataset: Peptide-MHC class I binding affinity with 185,985 pairs from IEDB/IMGT. Task: Regression. Given a peptide amino acid sequence and an MHC pseudo amino acid sequence, predict their binding affinity value. This is MHC class I binding data. (1) The peptide sequence is FLRKRRRFF. The MHC is HLA-B44:02 with pseudo-sequence HLA-B44:02. The binding affinity (normalized) is 0.0847. (2) The peptide sequence is WIPKRNRSI. The MHC is HLA-B15:01 with pseudo-sequence HLA-B15:01. The binding affinity (normalized) is 0.0847. (3) The binding affinity (normalized) is 0.551. The MHC is HLA-A68:01 with pseudo-sequence HLA-A68:01. The peptide sequence is LFDFVNFVK. (4) The peptide sequence is KRMMVRHCL. The MHC is HLA-B27:05 with pseudo-sequence HLA-B27:05. The binding affinity (normalized) is 0.822. (5) The peptide sequence is GLIVLPFYK. The MHC is HLA-A26:03 with pseudo-sequence HLA-A26:03. The binding affinity (normalized) is 0.0847. (6) The peptide sequence is FPPEGVSIW. The MHC is HLA-B35:01 with pseudo-sequence HLA-B35:01. The binding affinity (normalized) is 0.228. (7) The peptide sequence is RSWPWQIEY. The MHC is Mamu-A01 with pseudo-sequence Mamu-A01. The binding affinity (normalized) is 0.225.